From a dataset of Experimentally validated miRNA-target interactions with 360,000+ pairs, plus equal number of negative samples. Binary Classification. Given a miRNA mature sequence and a target amino acid sequence, predict their likelihood of interaction. (1) The miRNA is cel-miR-39-3p with sequence UCACCGGGUGUAAAUCAGCUUG. The protein sequence of the target gene is MVKLSKEAKQRLQQLFKGSQFAIRWGFIPLVIYLGFKRGADPGMPEPTVLSLLWG. Result: 0 (no interaction). (2) The miRNA is hsa-miR-888-3p with sequence GACUGACACCUCUUUGGGUGAA. The protein sequence of the target gene is MSKLWRRGSTSGAMEAPEPGEALELSLAGAHGHGVHKKKHKKHKKKHKKKHHQEEDAGPTQPSPAKPQLKLKIKLGGQVLGTKSVPTFTVIPEGPRSPSPLMVVDNEEEPMEGVPLEQYRAWLDEDSNLSPSPLRDLSGGLGGQEEEEEQRWLDALEKGELDDNGDLKKEINERLLTARQRALLQKARSQPSPMLPLPVAEGCPPPALTEEMLLKREERARKRRLQAARRAEEHKNQTIERLTKTAATSGRGGRGGARGERRGGRAAAPAPMVRYCSGAQGSTLSFPPGVPAPTAVSQRP.... Result: 1 (interaction). (3) The miRNA is mmu-miR-185-5p with sequence UGGAGAGAAAGGCAGUUCCUGA. The protein sequence of the target gene is MEQTRKIPNQPLPTPTSQSKKRRTPLLSFLSKVSWKLRLQKRELLKNALFVLAERARDPNAKKRHLAMRGLGALAREAPDKQVRKYKKVMLDLLVRGLYDPVSSEVIHESVKTLTIMLGKIQGHGLGSFFIDITLQARTLLDDEDDSVRYSAFVLFGQLASFAGWRWKKFFTQQVNQTQDSLLGHLQDESPKVAKACKMTVRACVPYLKPRKVPSFQSEEEQKNHRLSRQLSHCHPEILLFFYANKIL. Result: 1 (interaction). (4) The miRNA is mmu-miR-145a-5p with sequence GUCCAGUUUUCCCAGGAAUCCCU. The protein sequence of the target gene is MSGFLASLDPRRVQWGAAWYAMHSRILRTKPVESMLEGTGTTSAHGTKLAQVLTTVDLISLGVGSCVGTGMYVVSGLVAKEMAGPGVIVSFIIAAVASILSGVCYAEFGVRVPKTTGSAYTYSYVTVGEFVAFFIGWNLILEYLIGTAAGASALSSMFDSLANHSISRWMVDTVGTLNGLGKGEESYPDLLALVIAVIVTIIVALGVKNSVGFNNVLNVLNLAVWVFIMIAGLFFINGKYWAEGQFLPHGWSGVLQGAATCFYAFIGFDIIATTGEEAKNPNTSIPYAITASLVICLTAY.... Result: 1 (interaction). (5) The miRNA is hsa-miR-8065 with sequence UGUAGGAACAGUUGAAUUUUGGCU. The protein sequence of the target gene is MAAQRPLRVLCLAGFRQSERGFREKTGALRKALRGRAELVCLSGPHPVPDPPGPEGARSDFGSCPPEEQPRGWWFSEQEADVFSALEEPAVCRGLEESLGMVAQALNRLGPFDGLLGFSQGAALAALVCALGQAGDPRFPLPRFILLVSGFCPRGIGFKESILQRPLSLPSLHVFGDTDKVIPSQESVQLASQFPGAITLTHSGGHFIPAAAPQRQAYLKFLDQFAE. Result: 0 (no interaction). (6) The miRNA is mmu-miR-216b-5p with sequence AAAUCUCUGCAGGCAAAUGUGA. The protein sequence of the target gene is MASVSYQKPTSTTVGKQMIFTGPDYIKDYLPKIHQHTSYVGEQHLALEKTGDLRYLWRPASNRSLPAKYKHEYVSEIGWRIPQYNFINKSRLGSGFHIKYEELSQASLDSITHRYQNPWQPKPHVLDMQGKQSRASFAWHMSAFEDTDQRNSKWAILVRQCKSSLPRASKPPKLPKLPKKEKKRKH. Result: 0 (no interaction). (7) The miRNA is hsa-miR-4639-3p with sequence UCACUCUCACCUUGCUUUGC. The protein sequence of the target gene is MLWQKPTAPEQAPAPARPYQGVRVKEPVKELLRRKRGHASSGAAPAPTAVVLPHQPLATYTTVGPSCLDMEGSVSAVTEEAALCAGWLSQPTPATLQPLAPWTPYTEYVPHEAVSCPYSADMYVQPVCPSYTVVGPSSVLTYASPPLITNVTTRSSATPAVGPPLEGPEHQAPLTYFPWPQPLSTLPTSTLQYQPPAPALPGPQFVQLPISIPEPVLQDMEDPRRAASSLTIDKLLLEEEDSDAYALNHTLSVEGF. Result: 0 (no interaction).